Task: Predict the reactants needed to synthesize the given product.. Dataset: Full USPTO retrosynthesis dataset with 1.9M reactions from patents (1976-2016) (1) Given the product [C@H:2]1([NH:1][C:17](=[O:18])[O:19][CH2:20][C:37]2[CH:36]=[CH:35][CH:40]=[CH:39][CH:38]=2)[CH2:6][CH2:5][C@H:4]([NH:7][C:8](=[O:14])[O:9][C:10]([CH3:11])([CH3:13])[CH3:12])[CH2:3]1, predict the reactants needed to synthesize it. The reactants are: [NH2:1][C@H:2]1[CH2:6][CH2:5][C@H:4]([NH:7][C:8](=[O:14])[O:9][C:10]([CH3:13])([CH3:12])[CH3:11])[CH2:3]1.FC(F)(C1C=CC(C)=CC=1)[C:17]([O:19][CH2:20]C)=[O:18].CCOCC.[CH3:35][CH2:36][CH2:37][CH2:38][CH2:39][CH3:40]. (2) Given the product [O:1]=[C:2]1[C:10]2[C:5](=[CH:6][C:7]([C:11]([NH:24][C@@H:23]([C:20]3[CH:21]=[CH:22][C:17]([C:16]([F:36])([F:15])[F:35])=[CH:18][CH:19]=3)[C:25]3[C:30]([C:31]([F:32])([F:33])[F:34])=[CH:29][CH:28]=[CH:27][N:26]=3)=[O:13])=[CH:8][CH:9]=2)[CH2:4][NH:3]1, predict the reactants needed to synthesize it. The reactants are: [O:1]=[C:2]1[C:10]2[C:5](=[CH:6][C:7]([C:11]([OH:13])=O)=[CH:8][CH:9]=2)[CH2:4][NH:3]1.Cl.[F:15][C:16]([F:36])([F:35])[C:17]1[CH:22]=[CH:21][C:20]([C@@H:23]([C:25]2[C:30]([C:31]([F:34])([F:33])[F:32])=[CH:29][CH:28]=[CH:27][N:26]=2)[NH2:24])=[CH:19][CH:18]=1. (3) Given the product [CH2:1]([O:3][C:4](=[O:34])[C:5]([O:23][C:24]1[CH:25]=[CH:26][C:27]([C:30]([F:32])([F:31])[F:33])=[CH:28][CH:29]=1)([CH3:22])[CH2:6][C:8]1[CH:9]=[CH:10][C:11]([O:14][CH2:15][C:16]2[CH:21]=[CH:20][CH:19]=[CH:18][CH:17]=2)=[CH:12][CH:13]=1)[CH3:2], predict the reactants needed to synthesize it. The reactants are: [CH2:1]([O:3][C:4](=[O:34])[C:5]([O:23][C:24]1[CH:29]=[CH:28][C:27]([C:30]([F:33])([F:32])[F:31])=[CH:26][CH:25]=1)([CH3:22])[CH:6]([C:8]1[CH:13]=[CH:12][C:11]([O:14][CH2:15][C:16]2[CH:21]=[CH:20][CH:19]=[CH:18][CH:17]=2)=[CH:10][CH:9]=1)O)[CH3:2].B(F)(F)F.CCOCC.C([SiH](CC)CC)C.C([O-])([O-])=O.[Na+].[Na+]. (4) Given the product [CH:33]1([CH:31]=[CH:32][C:2]2[C:3](=[O:17])[NH:4][C:5](=[O:16])[N:6]([CH:15]=2)[C@@H:7]2[O:14][C@H:11]([CH2:12][OH:13])[C@@H:9]([OH:10])[CH2:8]2)[CH2:38][CH2:37][CH2:36][CH2:35][CH2:34]1, predict the reactants needed to synthesize it. The reactants are: I[C:2]1[C:3](=[O:17])[NH:4][C:5](=[O:16])[N:6]([CH:15]=1)[C@@H:7]1[O:14][C@H:11]([CH2:12][OH:13])[C@@H:9]([OH:10])[CH2:8]1.C(N(CCCC)CCCC)CCC.[CH:31]([CH:33]1[CH2:38][CH2:37][CH2:36][CH2:35][CH2:34]1)=[CH2:32].C(Cl)(Cl)Cl. (5) Given the product [CH3:1][C:2]1[C:7]([N+:15]([O-:17])=[O:16])=[C:6]([CH3:8])[N:5]=[C:4]([N:9]2[CH2:10][CH2:11][O:12][CH2:13][CH2:14]2)[CH:3]=1, predict the reactants needed to synthesize it. The reactants are: [CH3:1][C:2]1[CH:7]=[C:6]([CH3:8])[N:5]=[C:4]([N:9]2[CH2:14][CH2:13][O:12][CH2:11][CH2:10]2)[CH:3]=1.[N:15]([O-:17])=[O:16].[Na+]. (6) Given the product [CH3:35][O:34][C:30]1[N:31]=[C:32]2[C:27](=[CH:28][CH:29]=1)[N:26]=[CH:25][C:24]([O:23][CH2:22][CH2:21][C@H:18]1[CH2:17][CH2:16][C@H:15]([NH2:14])[CH2:20][CH2:19]1)=[CH:33]2, predict the reactants needed to synthesize it. The reactants are: FC(F)(F)C(O)=O.C(OC(=O)[NH:14][C@H:15]1[CH2:20][CH2:19][C@H:18]([CH2:21][CH2:22][O:23][C:24]2[CH:25]=[N:26][C:27]3[C:32]([CH:33]=2)=[N:31][C:30]([O:34][CH3:35])=[CH:29][CH:28]=3)[CH2:17][CH2:16]1)(C)(C)C. (7) Given the product [OH:13][C:6]1[C:7]2[C:12](=[CH:11][CH:10]=[CH:9][CH:8]=2)[NH:4][CH:5]=1, predict the reactants needed to synthesize it. The reactants are: CC([N:4]1[C:12]2[C:7](=[CH:8][CH:9]=[CH:10][CH:11]=2)[C:6]([O:13]C(C)=O)=[CH:5]1)=O.[OH-].[Na+].O.C(O)(=O)CC(CC(O)=O)(C(O)=O)O.[Na+].[Cl-]. (8) The reactants are: [CH3:1][O:2][C:3]1[C:8]2[O:9][CH2:10][CH2:11][O:12][C:7]=2[C:6]([C:13]2([C:23]#[C:24][C:25]3[CH:35]=[CH:34][C:28]([C:29]([O:31][CH2:32][CH3:33])=[O:30])=[CH:27][CH:26]=3)[CH2:22][CH2:21][C:16]3(OCC[O:17]3)[CH2:15][CH2:14]2)=[CH:5][CH:4]=1.Cl.C(=O)(O)[O-].[Na+]. Given the product [CH3:1][O:2][C:3]1[C:8]2[O:9][CH2:10][CH2:11][O:12][C:7]=2[C:6]([C:13]2([C:23]#[C:24][C:25]3[CH:26]=[CH:27][C:28]([C:29]([O:31][CH2:32][CH3:33])=[O:30])=[CH:34][CH:35]=3)[CH2:22][CH2:21][C:16](=[O:17])[CH2:15][CH2:14]2)=[CH:5][CH:4]=1, predict the reactants needed to synthesize it. (9) Given the product [C:4]([CH2:3][NH:2][C:30](=[O:31])[C:29]1[CH:33]=[CH:34][C:26]([C:23]2[CH2:22][C:21]([C:16]3[CH:17]=[C:18]([Cl:20])[CH:19]=[C:14]([Cl:13])[CH:15]=3)([C:36]([F:39])([F:38])[F:37])[O:25][N:24]=2)=[CH:27][C:28]=1[CH3:35])(=[O:5])[NH2:6], predict the reactants needed to synthesize it. The reactants are: Cl.[NH2:2][CH2:3][C:4]([NH2:6])=[O:5].N1C=CC=CC=1.[Cl:13][C:14]1[CH:15]=[C:16]([C:21]2([C:36]([F:39])([F:38])[F:37])[O:25][N:24]=[C:23]([C:26]3[CH:34]=[CH:33][C:29]([C:30](Cl)=[O:31])=[C:28]([CH3:35])[CH:27]=3)[CH2:22]2)[CH:17]=[C:18]([Cl:20])[CH:19]=1.C(N(CC)CC)C.